From a dataset of Forward reaction prediction with 1.9M reactions from USPTO patents (1976-2016). Predict the product of the given reaction. (1) Given the reactants O1[CH:5]=[CH:4][CH:3]=[CH:2]1.[C:6]12[CH2:12][C:9](=[CH:10][CH:11]=1)[C:8]1C=CC=C[C:7]2=1, predict the reaction product. The product is: [CH:2]1[C:3]2[C:4](=[CH:5][C:8]3[C:9]([CH:2]=2)=[CH:10][C:11]2[C:6](=[CH:12][C:11]4[C:6]([CH:12]=2)=[CH:7][CH:8]=[CH:9][CH:10]=4)[CH:7]=3)[CH:5]=[CH:4][CH:3]=1. (2) Given the reactants [C:1]([C:3]1[CH:8]=[CH:7][C:6]([S:9](Cl)(=[O:11])=[O:10])=[CH:5][CH:4]=1)#[N:2].[N:13]1([C:19]([O:21][C:22]([CH3:25])([CH3:24])[CH3:23])=[O:20])[CH2:18][CH2:17][NH:16][CH2:15][CH2:14]1.CCN(C(C)C)C(C)C, predict the reaction product. The product is: [C:22]([O:21][C:19]([N:13]1[CH2:18][CH2:17][N:16]([S:9]([C:6]2[CH:7]=[CH:8][C:3]([C:1]#[N:2])=[CH:4][CH:5]=2)(=[O:11])=[O:10])[CH2:15][CH2:14]1)=[O:20])([CH3:25])([CH3:23])[CH3:24]. (3) Given the reactants [Si:1]([O:8][CH2:9][C:10]1([CH3:38])[S:16][CH2:15][CH2:14][N:13]2[C:17]([C:20]3([C:23]4[CH:28]=[CH:27][C:26](B5OC(C)(C)C(C)(C)O5)=[CH:25][CH:24]=4)[CH2:22][CH2:21]3)=[N:18][N:19]=[C:12]2[CH2:11]1)([C:4]([CH3:7])([CH3:6])[CH3:5])([CH3:3])[CH3:2].Br[C:40]1[C:45]([Cl:46])=[CH:44][CH:43]=[CH:42][N:41]=1.C(=O)([O-])[O-].[K+].[K+].C(=O)([O-])O.[Na+], predict the reaction product. The product is: [Si:1]([O:8][CH2:9][C:10]1([CH3:38])[S:16][CH2:15][CH2:14][N:13]2[C:17]([C:20]3([C:23]4[CH:24]=[CH:25][C:26]([C:40]5[C:45]([Cl:46])=[CH:44][CH:43]=[CH:42][N:41]=5)=[CH:27][CH:28]=4)[CH2:21][CH2:22]3)=[N:18][N:19]=[C:12]2[CH2:11]1)([C:4]([CH3:7])([CH3:6])[CH3:5])([CH3:3])[CH3:2]. (4) Given the reactants [OH:1][C:2]1[CH:11]=[C:10]2[C:5]([C:6]([N:12]3[CH2:17][CH2:16][N:15]([C:18]([O:20][C:21]([CH3:24])([CH3:23])[CH3:22])=[O:19])[CH2:14][CH2:13]3)=[N:7][CH:8]=[N:9]2)=[CH:4][C:3]=1[O:25][CH3:26].C([O-])([O-])=O.[Cs+].[Cs+].[Cl:33][CH:34](OS([C:40]1[CH:46]=[CH:45][C:43]([CH3:44])=[CH:42][CH:41]=1)(=O)=O)[CH3:35].C[N:48](C=O)C, predict the reaction product. The product is: [C:21]([O:20][C:18]([N:15]1[CH2:16][CH2:17][N:12]([C:6]2[C:5]3[C:10](=[CH:11][C:2]([O:1][CH2:35][CH2:34][Cl:33])=[C:3]([O:25][CH3:26])[CH:4]=3)[N:9]=[CH:8][N:7]=2)[CH2:13][CH2:14]1)=[O:19])([CH3:22])([CH3:23])[CH3:24].[CH3:26][O:25][C:3]1[CH:4]=[C:5]2[C:10](=[CH:11][C:2]=1[O:1][CH2:42][CH2:41][CH:40]1[CH2:46][CH2:45][CH2:43][CH2:44][NH:48]1)[N:9]=[CH:8][N:7]=[C:6]2[N:12]1[CH2:13][CH2:14][NH:15][CH2:16][CH2:17]1. (5) Given the reactants [CH2:1]([O:3][C:4](=[O:21])[C:5]([CH:7]1[C:12](=O)[CH2:11][CH2:10][N:9]([C:14]([O:16][C:17]([CH3:20])([CH3:19])[CH3:18])=[O:15])[CH2:8]1)=O)[CH3:2].[NH2:22][NH2:23].O.C(OCC)(=O)C, predict the reaction product. The product is: [NH:22]1[C:12]2[CH2:11][CH2:10][N:9]([C:14]([O:16][C:17]([CH3:20])([CH3:19])[CH3:18])=[O:15])[CH2:8][C:7]=2[C:5]([C:4]([O:3][CH2:1][CH3:2])=[O:21])=[N:23]1. (6) Given the reactants FC(F)(F)C(O)=O.[F:8][C:9]1[CH:14]=[CH:13][C:12]([C@@H:15]([NH:17][C:18]2[CH:23]=[C:22]([C:24]3[CH:28]=[CH:27][N:26](COCC[Si](C)(C)C)[N:25]=3)[CH:21]=[C:20]([NH:37][C:38]3[CH:43]=[N:42][CH:41]=[CH:40][N:39]=3)[N:19]=2)[CH3:16])=[CH:11][CH:10]=1, predict the reaction product. The product is: [F:8][C:9]1[CH:14]=[CH:13][C:12]([C@@H:15]([NH:17][C:18]2[CH:23]=[C:22]([C:24]3[CH:28]=[CH:27][NH:26][N:25]=3)[CH:21]=[C:20]([NH:37][C:38]3[CH:43]=[N:42][CH:41]=[CH:40][N:39]=3)[N:19]=2)[CH3:16])=[CH:11][CH:10]=1.